This data is from NCI-60 drug combinations with 297,098 pairs across 59 cell lines. The task is: Regression. Given two drug SMILES strings and cell line genomic features, predict the synergy score measuring deviation from expected non-interaction effect. (1) Drug 1: CC1=C2C(C(=O)C3(C(CC4C(C3C(C(C2(C)C)(CC1OC(=O)C(C(C5=CC=CC=C5)NC(=O)OC(C)(C)C)O)O)OC(=O)C6=CC=CC=C6)(CO4)OC(=O)C)OC)C)OC. Drug 2: CC1=C2C(C(=O)C3(C(CC4C(C3C(C(C2(C)C)(CC1OC(=O)C(C(C5=CC=CC=C5)NC(=O)OC(C)(C)C)O)O)OC(=O)C6=CC=CC=C6)(CO4)OC(=O)C)O)C)O. Cell line: PC-3. Synergy scores: CSS=64.8, Synergy_ZIP=15.2, Synergy_Bliss=15.6, Synergy_Loewe=13.2, Synergy_HSA=20.4. (2) Drug 1: CC1C(C(CC(O1)OC2CC(OC(C2O)C)OC3=CC4=CC5=C(C(=O)C(C(C5)C(C(=O)C(C(C)O)O)OC)OC6CC(C(C(O6)C)O)OC7CC(C(C(O7)C)O)OC8CC(C(C(O8)C)O)(C)O)C(=C4C(=C3C)O)O)O)O. Drug 2: C1=CC=C(C(=C1)C(C2=CC=C(C=C2)Cl)C(Cl)Cl)Cl. Cell line: MOLT-4. Synergy scores: CSS=27.2, Synergy_ZIP=0.0220, Synergy_Bliss=0.672, Synergy_Loewe=-27.8, Synergy_HSA=-0.166. (3) Drug 1: CN1C2=C(C=C(C=C2)N(CCCl)CCCl)N=C1CCCC(=O)O.Cl. Drug 2: CC(C)(C#N)C1=CC(=CC(=C1)CN2C=NC=N2)C(C)(C)C#N. Cell line: 786-0. Synergy scores: CSS=-0.797, Synergy_ZIP=-0.422, Synergy_Bliss=-2.24, Synergy_Loewe=-6.38, Synergy_HSA=-3.34. (4) Drug 1: CC1=C(C(CCC1)(C)C)C=CC(=CC=CC(=CC(=O)O)C)C. Drug 2: CC1=C(C(=CC=C1)Cl)NC(=O)C2=CN=C(S2)NC3=CC(=NC(=N3)C)N4CCN(CC4)CCO. Cell line: A549. Synergy scores: CSS=24.6, Synergy_ZIP=-3.85, Synergy_Bliss=5.20, Synergy_Loewe=-12.4, Synergy_HSA=6.18. (5) Drug 1: C1=CC(=CC=C1CCC2=CNC3=C2C(=O)NC(=N3)N)C(=O)NC(CCC(=O)O)C(=O)O. Drug 2: COC1=CC(=CC(=C1O)OC)C2C3C(COC3=O)C(C4=CC5=C(C=C24)OCO5)OC6C(C(C7C(O6)COC(O7)C8=CC=CS8)O)O. Cell line: K-562. Synergy scores: CSS=61.2, Synergy_ZIP=-3.67, Synergy_Bliss=-3.70, Synergy_Loewe=2.47, Synergy_HSA=5.53. (6) Drug 1: CCCS(=O)(=O)NC1=C(C(=C(C=C1)F)C(=O)C2=CNC3=C2C=C(C=N3)C4=CC=C(C=C4)Cl)F. Drug 2: CC(C)CN1C=NC2=C1C3=CC=CC=C3N=C2N. Cell line: SNB-19. Synergy scores: CSS=-7.05, Synergy_ZIP=2.63, Synergy_Bliss=-1.56, Synergy_Loewe=-3.50, Synergy_HSA=-4.87. (7) Drug 1: CS(=O)(=O)C1=CC(=C(C=C1)C(=O)NC2=CC(=C(C=C2)Cl)C3=CC=CC=N3)Cl. Drug 2: CC12CCC(CC1=CCC3C2CCC4(C3CC=C4C5=CN=CC=C5)C)O. Cell line: SF-539. Synergy scores: CSS=15.4, Synergy_ZIP=-4.02, Synergy_Bliss=4.28, Synergy_Loewe=3.39, Synergy_HSA=5.28. (8) Drug 1: CC1CCC2CC(C(=CC=CC=CC(CC(C(=O)C(C(C(=CC(C(=O)CC(OC(=O)C3CCCCN3C(=O)C(=O)C1(O2)O)C(C)CC4CCC(C(C4)OC)OCCO)C)C)O)OC)C)C)C)OC. Drug 2: C1=CN(C=N1)CC(O)(P(=O)(O)O)P(=O)(O)O. Cell line: BT-549. Synergy scores: CSS=1.87, Synergy_ZIP=-4.44, Synergy_Bliss=-1.67, Synergy_Loewe=-13.1, Synergy_HSA=-1.95. (9) Drug 1: C1=CC(=CC=C1CC(C(=O)O)N)N(CCCl)CCCl.Cl. Drug 2: CN(CCCl)CCCl.Cl. Cell line: PC-3. Synergy scores: CSS=14.7, Synergy_ZIP=-5.15, Synergy_Bliss=-3.13, Synergy_Loewe=-5.78, Synergy_HSA=-3.55. (10) Drug 1: C1C(C(OC1N2C=NC3=C2NC=NCC3O)CO)O. Drug 2: C(CCl)NC(=O)N(CCCl)N=O. Cell line: LOX IMVI. Synergy scores: CSS=15.1, Synergy_ZIP=-4.39, Synergy_Bliss=2.28, Synergy_Loewe=-0.00816, Synergy_HSA=0.636.